Predict the product of the given reaction. From a dataset of Forward reaction prediction with 1.9M reactions from USPTO patents (1976-2016). (1) Given the reactants [CH3:1][Si:2]([CH3:27])([CH3:26])[C:3]1[CH:8]=[CH:7][C:6]([C@@H:9]2[CH2:14][CH2:13][O:12][CH2:11][C@H:10]2[NH:15]C(=O)OCC2C=CC=CC=2)=[CH:5][CH:4]=1.C(O)C, predict the reaction product. The product is: [CH3:1][Si:2]([CH3:27])([CH3:26])[C:3]1[CH:4]=[CH:5][C:6]([C@@H:9]2[CH2:14][CH2:13][O:12][CH2:11][C@H:10]2[NH2:15])=[CH:7][CH:8]=1. (2) Given the reactants ClC1C=CC=C(C(OO)=[O:9])C=1.[Br:12][C:13]1[CH:14]=[C:15]2[N:21]([CH3:22])[CH:20]=[CH:19][C:16]2=[N:17][CH:18]=1, predict the reaction product. The product is: [Br:12][C:13]1[CH:14]=[C:15]2[N:21]([CH3:22])[CH:20]=[CH:19][C:16]2=[N+:17]([O-:9])[CH:18]=1. (3) Given the reactants [NH2:1][CH2:2][CH2:3][CH:4]([O:8][CH2:9][CH3:10])[O:5][CH2:6][CH3:7].C(N(CC)CC)C.[C:18](Cl)(=[O:20])[CH3:19], predict the reaction product. The product is: [CH2:6]([O:5][CH:4]([O:8][CH2:9][CH3:10])[CH2:3][CH2:2][NH:1][C:18](=[O:20])[CH3:19])[CH3:7]. (4) The product is: [CH:6]([C:5]1[CH:8]=[CH:9][C:2]([O:1][CH2:17][CH2:18][CH2:19][C:20]#[N:21])=[CH:3][CH:4]=1)=[O:7]. Given the reactants [OH:1][C:2]1[CH:9]=[CH:8][C:5]([CH:6]=[O:7])=[CH:4][CH:3]=1.C([O-])([O-])=O.[K+].[K+].Br[CH2:17][CH2:18][CH2:19][C:20]#[N:21], predict the reaction product. (5) Given the reactants C([O:3][C:4]([C:6]1[N:7]=[C:8]([NH:11][C:12](=[O:33])[CH:13]([C:20]2[CH:25]=[CH:24][C:23]([O:26][C:27]3[CH:32]=[CH:31][CH:30]=[CH:29][CH:28]=3)=[CH:22][CH:21]=2)[CH2:14][CH:15]2[CH2:19][CH2:18][CH2:17][CH2:16]2)[S:9][CH:10]=1)=[O:5])C.[OH-].[K+], predict the reaction product. The product is: [CH:15]1([CH2:14][CH:13]([C:20]2[CH:21]=[CH:22][C:23]([O:26][C:27]3[CH:32]=[CH:31][CH:30]=[CH:29][CH:28]=3)=[CH:24][CH:25]=2)[C:12]([NH:11][C:8]2[S:9][CH:10]=[C:6]([C:4]([OH:5])=[O:3])[N:7]=2)=[O:33])[CH2:19][CH2:18][CH2:17][CH2:16]1. (6) Given the reactants [Br-:1].[Br-].[Br-].C1([N+](C)(C)C)C=CC=CC=1.C1([N+](C)(C)C)C=CC=CC=1.C1([N+](C)(C)C)C=CC=CC=1.[C:34]([C:37]1[CH:38]=[CH:39][C:40]([O:60][CH2:61][C:62]2[CH:67]=[CH:66][CH:65]=[CH:64][CH:63]=2)=[C:41]([CH:59]=1)[C:42]([NH:44][C:45]1[CH:50]=[C:49]([C:51]([F:54])([F:53])[F:52])[CH:48]=[C:47]([C:55]([F:58])([F:57])[F:56])[CH:46]=1)=[O:43])(=[O:36])[CH3:35].O, predict the reaction product. The product is: [CH2:61]([O:60][C:40]1[CH:39]=[CH:38][C:37]([C:34](=[O:36])[CH2:35][Br:1])=[CH:59][C:41]=1[C:42]([NH:44][C:45]1[CH:50]=[C:49]([C:51]([F:53])([F:52])[F:54])[CH:48]=[C:47]([C:55]([F:58])([F:57])[F:56])[CH:46]=1)=[O:43])[C:62]1[CH:67]=[CH:66][CH:65]=[CH:64][CH:63]=1. (7) Given the reactants [CH3:1][O:2][C:3]1[CH:18]=[CH:17][C:6]([CH2:7][CH:8]2[C:13]([CH3:15])([CH3:14])[C:12](=[O:16])[CH2:11][CH2:10][NH:9]2)=[CH:5][CH:4]=1.CC(C)([O-])C.[K+].[N:25]1[CH:30]=[CH:29][CH:28]=[CH:27][C:26]=1[CH:31]=O.Cl, predict the reaction product. The product is: [CH3:1][O:2][C:3]1[CH:4]=[CH:5][C:6]([CH2:7][CH:8]2[C:13]([CH3:15])([CH3:14])[C:12](=[O:16])[C:11](=[CH:31][C:26]3[CH:27]=[CH:28][CH:29]=[CH:30][N:25]=3)[CH2:10][NH:9]2)=[CH:17][CH:18]=1. (8) Given the reactants [CH:1]([C:3]1[C:4]([OH:12])=[C:5]([CH:9]=[CH:10][CH:11]=1)[C:6]([OH:8])=[O:7])=[O:2].[C:13](Cl)(=O)C(Cl)=O.CO, predict the reaction product. The product is: [CH:1]([C:3]1[C:4]([OH:12])=[C:5]([CH:9]=[CH:10][CH:11]=1)[C:6]([O:8][CH3:13])=[O:7])=[O:2]. (9) The product is: [O:3]1[C:7]2[CH:8]=[CH:9][C:10](/[CH:12]=[CH:26]/[C:25]([C:20]3[CH:21]=[CH:22][CH:23]=[CH:24][C:19]=3[O:18][CH2:14][CH:15]([CH3:17])[CH3:16])=[O:27])=[CH:11][C:6]=2[O:5][CH2:4]1. Given the reactants [OH-].[K+].[O:3]1[C:7]2[CH:8]=[CH:9][C:10]([CH:12]=O)=[CH:11][C:6]=2[O:5][CH2:4]1.[CH2:14]([O:18][C:19]1[CH:24]=[CH:23][CH:22]=[CH:21][C:20]=1[C:25](=[O:27])[CH3:26])[CH:15]([CH3:17])[CH3:16].Cl, predict the reaction product. (10) Given the reactants C([CH2:3][C:4]([O:9][C:10]1[CH:15]=[CH:14][C:13]([CH:16]=O)=[CH:12][CH:11]=1)([CH3:8])[C:5]([OH:7])=[O:6])C.[NH2:18][C:19]1[CH:24]=[CH:23][CH:22]=[CH:21][C:20]=1[SH:25], predict the reaction product. The product is: [S:25]1[C:20]2[CH:21]=[CH:22][CH:23]=[CH:24][C:19]=2[N:18]=[C:16]1[C:13]1[CH:12]=[CH:11][C:10]([O:9][C:4]([CH3:3])([CH3:8])[C:5]([OH:7])=[O:6])=[CH:15][CH:14]=1.